This data is from Full USPTO retrosynthesis dataset with 1.9M reactions from patents (1976-2016). The task is: Predict the reactants needed to synthesize the given product. Given the product [Br:20][C:11]1[S:12][C:13]2[N:14]=[CH:15][N:16]=[C:17]([NH2:19])[C:18]=2[C:10]=1[C:7]1[CH:6]=[CH:5][C:4]([N+:1]([O-:3])=[O:2])=[CH:9][CH:8]=1, predict the reactants needed to synthesize it. The reactants are: [N+:1]([C:4]1[CH:9]=[CH:8][C:7]([C:10]2[C:18]3[C:17]([NH2:19])=[N:16][CH:15]=[N:14][C:13]=3[S:12][CH:11]=2)=[CH:6][CH:5]=1)([O-:3])=[O:2].[Br:20]Br.